This data is from M1 muscarinic receptor antagonist screen with 61,756 compounds. The task is: Binary Classification. Given a drug SMILES string, predict its activity (active/inactive) in a high-throughput screening assay against a specified biological target. (1) The molecule is O(n1c2c([n+]([O-])c(c1=O)C)cccc2)CC=C. The result is 0 (inactive). (2) The compound is O=C(N1CCc2c(C1)cccc2)c1noc(c1)c1cc(OC)c(OC)cc1. The result is 0 (inactive). (3) The compound is Fc1ccc(CC(=O)c2cc(CCC)c(O)cc2O)cc1. The result is 0 (inactive). (4) The compound is Clc1c(S(=O)(=O)N2CCCCC2)cc(c(NCCCN(C)C)c1)C(O)=O. The result is 0 (inactive). (5) The molecule is O=C(N1CCN(CC1)CC(=O)Nc1c(OCC)ccc(OCC)c1)c1occc1. The result is 0 (inactive).